This data is from CYP2C19 inhibition data for predicting drug metabolism from PubChem BioAssay. The task is: Regression/Classification. Given a drug SMILES string, predict its absorption, distribution, metabolism, or excretion properties. Task type varies by dataset: regression for continuous measurements (e.g., permeability, clearance, half-life) or binary classification for categorical outcomes (e.g., BBB penetration, CYP inhibition). Dataset: cyp2c19_veith. (1) The result is 1 (inhibitor). The compound is CNc1cc(CSC)nc(SCc2ccc(Cl)c(Cl)c2)n1. (2) The drug is CCc1ccc(OCC(=O)Nc2ccc(-c3nc4ccccc4o3)c(O)c2)cc1. The result is 0 (non-inhibitor).